From a dataset of Reaction yield outcomes from USPTO patents with 853,638 reactions. Predict the reaction yield, written as a fraction of the theoretical maximum amount of product (1.0 means a 100% yield; for example, 0.34 means a 34% yield). (1) The reactants are [Cl:1][C:2]1[CH:7]=[CH:6][C:5]([CH:8]([NH:13][C:14]([N:16]2[CH2:25][CH2:24][C:23]3[CH:22]=[N:21][C:20]([NH:26][CH:27]4[CH2:32][CH2:31][O:30][CH2:29][CH2:28]4)=[N:19][C:18]=3[CH2:17]2)=[O:15])[C:9]([O:11]C)=[O:10])=[CH:4][C:3]=1[F:33].C1COCC1.[OH-].[Na+].Cl. The catalyst is CO. The product is [Cl:1][C:2]1[CH:7]=[CH:6][C:5]([CH:8]([NH:13][C:14]([N:16]2[CH2:25][CH2:24][C:23]3[CH:22]=[N:21][C:20]([NH:26][CH:27]4[CH2:32][CH2:31][O:30][CH2:29][CH2:28]4)=[N:19][C:18]=3[CH2:17]2)=[O:15])[C:9]([OH:11])=[O:10])=[CH:4][C:3]=1[F:33]. The yield is 0.456. (2) The product is [C:1]12([NH:11][C:12]3[C:13]4[S:21][CH:20]=[C:19]([CH3:22])[C:14]=4[N:15]=[C:16]([NH:26][CH2:23][CH:24]=[CH2:25])[N:17]=3)[CH2:10][CH:5]3[CH2:6][CH:7]([CH2:9][CH:3]([CH2:4]3)[CH2:2]1)[CH2:8]2. The reactants are [C:1]12([NH:11][C:12]3[C:13]4[S:21][CH:20]=[C:19]([CH3:22])[C:14]=4[N:15]=[C:16](Cl)[N:17]=3)[CH2:10][CH:5]3[CH2:6][CH:7]([CH2:9][CH:3]([CH2:4]3)[CH2:2]1)[CH2:8]2.[CH2:23]([NH2:26])[CH:24]=[CH2:25].C(=O)([O-])O.[Na+]. No catalyst specified. The yield is 0.687. (3) The reactants are [Br:1][C:2]1[CH:3]=[C:4]([CH2:7][C@@H:8]([C:10]([O:12][C:13]([CH3:16])([CH3:15])[CH3:14])=[O:11])[NH2:9])[S:5][CH:6]=1.[Cl:17][C:18]1[CH:26]=[CH:25][CH:24]=[C:23]([Cl:27])[C:19]=1[C:20](O)=[O:21]. The catalyst is C(Cl)Cl. The product is [Br:1][C:2]1[CH:3]=[C:4]([CH2:7][C@@H:8]([C:10]([O:12][C:13]([CH3:16])([CH3:15])[CH3:14])=[O:11])[NH:9][C:20]([C:19]2[C:18]([Cl:17])=[CH:26][CH:25]=[CH:24][C:23]=2[Cl:27])=[O:21])[S:5][CH:6]=1. The yield is 0.840. (4) The reactants are [Cl:1][C:2]1[CH:7]=[C:6]([O:8][C:9]2[C:18]3[C:13](=[CH:14][C:15]([OH:21])=[C:16]([O:19][CH3:20])[CH:17]=3)[N:12]=[CH:11][CH:10]=2)[CH:5]=[CH:4][C:3]=1[NH:22][C:23]([NH:25][C:26]1[CH:31]=[CH:30][C:29]([F:32])=[CH:28][C:27]=1[F:33])=[O:24].C(=O)([O-])[O-].[K+].[K+].Cl.Cl[CH2:42][CH2:43][N:44]1[CH2:49][CH2:48][O:47][CH2:46][CH2:45]1.C(=O)([O-])O.[Na+]. The catalyst is CN(C)C=O.[I-].C([N+](CCCC)(CCCC)CCCC)CCC. The product is [Cl:1][C:2]1[CH:7]=[C:6]([O:8][C:9]2[C:18]3[C:13](=[CH:14][C:15]([O:21][CH2:42][CH2:43][N:44]4[CH2:49][CH2:48][O:47][CH2:46][CH2:45]4)=[C:16]([O:19][CH3:20])[CH:17]=3)[N:12]=[CH:11][CH:10]=2)[CH:5]=[CH:4][C:3]=1[NH:22][C:23]([NH:25][C:26]1[CH:31]=[CH:30][C:29]([F:32])=[CH:28][C:27]=1[F:33])=[O:24]. The yield is 0.350.